From a dataset of Full USPTO retrosynthesis dataset with 1.9M reactions from patents (1976-2016). Predict the reactants needed to synthesize the given product. (1) Given the product [CH2:28]([C:32]1([CH3:38])[CH2:33][CH2:34][N:35]([C:17]2[N:16]3[N:19]=[C:20]([C:22]([O:24][CH2:25][CH3:26])=[O:23])[CH:21]=[C:15]3[N:14]=[C:13]([CH3:27])[C:12]=2[C@H:6]([O:5][C:1]([CH3:4])([CH3:3])[CH3:2])[C:7]([O:9][CH2:10][CH3:11])=[O:8])[CH2:36][CH2:37]1)[CH2:29][CH:30]=[CH2:31], predict the reactants needed to synthesize it. The reactants are: [C:1]([O:5][C@@H:6]([C:12]1[C:13]([CH3:27])=[N:14][C:15]2[N:16]([N:19]=[C:20]([C:22]([O:24][CH2:25][CH3:26])=[O:23])[CH:21]=2)[C:17]=1I)[C:7]([O:9][CH2:10][CH3:11])=[O:8])([CH3:4])([CH3:3])[CH3:2].[CH2:28]([C:32]1([CH3:38])[CH2:37][CH2:36][NH:35][CH2:34][CH2:33]1)[CH2:29][CH:30]=[CH2:31].Cl.CCN(C(C)C)C(C)C. (2) Given the product [CH2:28]([N:24]1[CH:23]=[C:22]2[C:26]([CH:27]=[C:19]([C:11]3[CH:10]=[C:9]([C:5]4[CH:6]=[CH:7][CH:8]=[C:3]([CH2:2][NH:1][CH:35]5[CH2:38][CH2:37][CH2:36]5)[CH:4]=4)[N:17]4[C:12]=3[C:13]([NH2:18])=[N:14][CH:15]=[N:16]4)[CH:20]=[CH:21]2)=[N:25]1)[C:29]1[CH:34]=[CH:33][CH:32]=[CH:31][CH:30]=1, predict the reactants needed to synthesize it. The reactants are: [NH2:1][CH2:2][C:3]1[CH:4]=[C:5]([C:9]2[N:17]3[C:12]([C:13]([NH2:18])=[N:14][CH:15]=[N:16]3)=[C:11]([C:19]3[CH:20]=[CH:21][C:22]4[C:26]([CH:27]=3)=[N:25][N:24]([CH2:28][C:29]3[CH:34]=[CH:33][CH:32]=[CH:31][CH:30]=3)[CH:23]=4)[CH:10]=2)[CH:6]=[CH:7][CH:8]=1.[C:35]1(=O)[CH2:38][CH2:37][CH2:36]1. (3) Given the product [CH3:1][O:2][C:3](=[O:17])[CH:4]([N:6]1[C:14](=[O:15])[C:13]2[C:8](=[CH:9][CH:10]=[CH:11][CH:12]=2)[C:7]1=[O:16])[CH2:5][NH:33][CH2:32][CH2:31][NH:30][C:29]([O:28][C:24]([CH3:27])([CH3:26])[CH3:25])=[O:34], predict the reactants needed to synthesize it. The reactants are: [CH3:1][O:2][C:3](=[O:17])[C:4]([N:6]1[C:14](=[O:15])[C:13]2[C:8](=[CH:9][CH:10]=[CH:11][CH:12]=2)[C:7]1=[O:16])=[CH2:5].C(=O)([O-])[O-].[K+].[K+].[C:24]([O:28][C:29](=[O:34])[NH:30][CH2:31][CH2:32][NH2:33])([CH3:27])([CH3:26])[CH3:25].ClCCl. (4) Given the product [C:32]([C:24]1[N:23]=[C:22]([N:19]2[CH2:20][CH2:21][N:16]([CH2:15][CH2:14][C@H:11]3[CH2:12][CH2:13][C@H:8]([NH:7][C:6](=[O:5])[CH3:43])[CH2:9][CH2:10]3)[CH2:17][CH2:18]2)[CH:27]=[C:26]([CH2:28][CH2:29][OH:30])[N:25]=1)([CH3:34])([CH3:33])[CH3:35], predict the reactants needed to synthesize it. The reactants are: C([O:5][C:6](=O)[NH:7][C@H:8]1[CH2:13][CH2:12][C@H:11]([CH2:14][CH2:15][N:16]2[CH2:21][CH2:20][N:19]([C:22]3[CH:27]=[C:26]([CH2:28][CH2:29][O:30]C)[N:25]=[C:24]([C:32]([CH3:35])([CH3:34])[CH3:33])[N:23]=3)[CH2:18][CH2:17]2)[CH2:10][CH2:9]1)(C)(C)C.B(Br)(Br)Br.O.Cl[CH2:43]Cl.